From a dataset of Full USPTO retrosynthesis dataset with 1.9M reactions from patents (1976-2016). Predict the reactants needed to synthesize the given product. The reactants are: [OH:1][CH2:2][C@@H:3]([N:35]([CH2:48][CH2:49][CH:50]([CH3:52])[CH3:51])[S:36]([C:39]1[CH:44]=[CH:43][C:42]([N+:45]([O-])=O)=[CH:41][CH:40]=1)(=[O:38])=[O:37])[CH2:4][S:5][C:6]1[CH:11]=[CH:10][NH:9][C:8](=[O:12])[C:7]=1[NH:13][C:14](=[O:34])[C@H:15]([CH:21]([C:28]1[CH:33]=[CH:32][CH:31]=[CH:30][CH:29]=1)[C:22]1[CH:27]=[CH:26][CH:25]=[CH:24][CH:23]=1)[NH:16][C:17]([O:19][CH3:20])=[O:18].[Cl-].[NH4+]. Given the product [NH2:45][C:42]1[CH:41]=[CH:40][C:39]([S:36]([N:35]([CH2:48][CH2:49][CH:50]([CH3:52])[CH3:51])[C@H:3]([CH2:2][OH:1])[CH2:4][S:5][C:6]2[CH:11]=[CH:10][NH:9][C:8](=[O:12])[C:7]=2[NH:13][C:14](=[O:34])[C@H:15]([CH:21]([C:22]2[CH:27]=[CH:26][CH:25]=[CH:24][CH:23]=2)[C:28]2[CH:29]=[CH:30][CH:31]=[CH:32][CH:33]=2)[NH:16][C:17]([O:19][CH3:20])=[O:18])(=[O:38])=[O:37])=[CH:44][CH:43]=1, predict the reactants needed to synthesize it.